Dataset: Forward reaction prediction with 1.9M reactions from USPTO patents (1976-2016). Task: Predict the product of the given reaction. (1) Given the reactants [OH:1]/[N:2]=[CH:3]/[C:4]1[C:12]2[N:8]([CH:9]=[CH:10][CH:11]=2)[C:7]([C:13]([O:15][CH2:16][CH3:17])=[O:14])=[CH:6][CH:5]=1.[Cl:18][C:19]1[CH:24]=[C:23]([C:25]([C:27]([F:30])([F:29])[F:28])=[CH2:26])[CH:22]=[C:21]([Cl:31])[C:20]=1[Cl:32], predict the reaction product. The product is: [Cl:18][C:19]1[CH:24]=[C:23]([C:25]2([C:27]([F:30])([F:29])[F:28])[O:1][N:2]=[C:3]([C:4]3[C:12]4[N:8]([CH:9]=[CH:10][CH:11]=4)[C:7]([C:13]([O:15][CH2:16][CH3:17])=[O:14])=[CH:6][CH:5]=3)[CH2:26]2)[CH:22]=[C:21]([Cl:31])[C:20]=1[Cl:32]. (2) Given the reactants [F:1][C:2]1[C:3]([CH3:34])=[N:4][C:5]([NH:8][C:9]2[CH:10]=[C:11]([C:16]3[S:20][C:19]([C@@:21]4([OH:33])[CH2:26][CH2:25][C@H:24]([C:27]([O:29]C)=[O:28])[C:23]([CH3:32])([CH3:31])[CH2:22]4)=[N:18][CH:17]=3)[CH:12]=[C:13]([CH3:15])[CH:14]=2)=[N:6][CH:7]=1.[OH-].[Na+].Cl, predict the reaction product. The product is: [F:1][C:2]1[C:3]([CH3:34])=[N:4][C:5]([NH:8][C:9]2[CH:10]=[C:11]([C:16]3[S:20][C:19]([C:21]4([OH:33])[CH2:26][CH2:25][CH:24]([C:27]([OH:29])=[O:28])[C:23]([CH3:31])([CH3:32])[CH2:22]4)=[N:18][CH:17]=3)[CH:12]=[C:13]([CH3:15])[CH:14]=2)=[N:6][CH:7]=1. (3) The product is: [Br:1][C:2]1[CH:3]=[CH:4][C:5]([Cl:20])=[C:6]([CH:7]=1)[CH2:8][C:10]1[CH:15]=[C:14]([F:16])[C:13]([O:17][CH3:18])=[C:12]([F:19])[CH:11]=1. Given the reactants [Br:1][C:2]1[CH:3]=[CH:4][C:5]([Cl:20])=[C:6]([C:8]([C:10]2[CH:15]=[C:14]([F:16])[C:13]([O:17][CH3:18])=[C:12]([F:19])[CH:11]=2)=O)[CH:7]=1.C([SiH](CC)CC)C.FC(F)(F)S(O)(=O)=O, predict the reaction product. (4) Given the reactants N[C:2]1[CH:3]=[CH:4][CH:5]=[C:6]2[C:10]=1[C:9](=[O:11])[N:8]([CH3:12])[CH:7]2[CH3:13].N([O-])=[O:15].[Na+].[Na+].[Cl-], predict the reaction product. The product is: [OH:15][C:2]1[CH:3]=[CH:4][CH:5]=[C:6]2[C:10]=1[C:9](=[O:11])[N:8]([CH3:12])[CH:7]2[CH3:13]. (5) Given the reactants Cl[CH2:2][C:3]1[N:11]=[C:10]2[N:5]([CH:6]=[N:7][C:8]([CH2:15][C:16]3[N:20]([C:21]4[C:26]([F:27])=[CH:25][CH:24]=[CH:23][N:22]=4)[N:19]=[CH:18][CH:17]=3)=[C:9]2[CH2:12][CH2:13][CH3:14])[N:4]=1.[NH:28]1[CH2:32][CH2:31][CH2:30][CH2:29]1.C([O-])([O-])=O.[K+].[K+], predict the reaction product. The product is: [F:27][C:26]1[C:21]([N:20]2[C:16]([CH2:15][C:8]3[N:7]=[CH:6][N:5]4[N:4]=[C:3]([CH2:2][N:28]5[CH2:32][CH2:31][CH2:30][CH2:29]5)[N:11]=[C:10]4[C:9]=3[CH2:12][CH2:13][CH3:14])=[CH:17][CH:18]=[N:19]2)=[N:22][CH:23]=[CH:24][CH:25]=1. (6) The product is: [O:11]=[C:1]1[C:2]2[C:3](=[CH:7][CH:8]=[CH:9][CH:10]=2)[C:4](=[O:6])[N:12]1[C:13]1[CH:14]=[C:15]([CH2:19][C:20]([OH:22])=[O:21])[CH:16]=[CH:17][CH:18]=1. Given the reactants [C:1]1(=[O:11])[O:6][C:4](=O)[C:3]2=[CH:7][CH:8]=[CH:9][CH:10]=[C:2]12.[NH2:12][C:13]1[CH:14]=[C:15]([CH2:19][C:20]([OH:22])=[O:21])[CH:16]=[CH:17][CH:18]=1, predict the reaction product.